From a dataset of Catalyst prediction with 721,799 reactions and 888 catalyst types from USPTO. Predict which catalyst facilitates the given reaction. (1) Reactant: [CH2:1]([C:8]1[NH:22][C:11]2[N:12]=[N:13][C:14]([CH2:16][CH2:17][CH2:18][CH2:19][C:20]#[N:21])=[CH:15][C:10]=2[CH:9]=1)[C:2]1[CH:7]=[CH:6][CH:5]=[CH:4][CH:3]=1.[NH:23]([C:25](=[S:27])[NH2:26])N. Product: [CH2:1]([C:8]1[NH:22][C:11]2[N:12]=[N:13][C:14]([CH2:16][CH2:17][CH2:18][CH2:19][C:20]3[S:27][C:25]([NH2:26])=[N:23][N:21]=3)=[CH:15][C:10]=2[CH:9]=1)[C:2]1[CH:3]=[CH:4][CH:5]=[CH:6][CH:7]=1. The catalyst class is: 67. (2) Reactant: [N:1]1[CH:6]=[CH:5][C:4]([C:7]2[CH:8]=[C:9]([NH2:12])[S:10][CH:11]=2)=[N:3][CH:2]=1.Cl.C(N=C=NCCCN(C)C)C.ON1C2C=CC=CC=2N=N1.[F:35][C:36]1[CH:41]=[CH:40][C:39]([CH2:42][C:43](O)=[O:44])=[CH:38][CH:37]=1.C(N(CC)CC)C. Product: [F:35][C:36]1[CH:41]=[CH:40][C:39]([CH2:42][C:43]([NH:12][C:9]2[S:10][CH:11]=[C:7]([C:4]3[CH:5]=[CH:6][N:1]=[CH:2][N:3]=3)[CH:8]=2)=[O:44])=[CH:38][CH:37]=1. The catalyst class is: 2.